From a dataset of Peptide-MHC class I binding affinity with 185,985 pairs from IEDB/IMGT. Regression. Given a peptide amino acid sequence and an MHC pseudo amino acid sequence, predict their binding affinity value. This is MHC class I binding data. (1) The peptide sequence is DLMLLSYSL. The MHC is BoLA-T2C with pseudo-sequence BoLA-T2C. The binding affinity (normalized) is 0.797. (2) The peptide sequence is ATPHSVWVF. The MHC is HLA-B51:01 with pseudo-sequence HLA-B51:01. The binding affinity (normalized) is 0.0847. (3) The peptide sequence is ATYGTAVNK. The MHC is HLA-B40:01 with pseudo-sequence HLA-B40:01. The binding affinity (normalized) is 0.0847. (4) The peptide sequence is DIIRAHPWF. The MHC is HLA-A26:01 with pseudo-sequence HLA-A26:01. The binding affinity (normalized) is 0.477. (5) The peptide sequence is APAICHEGKA. The MHC is HLA-B54:01 with pseudo-sequence HLA-B54:01. The binding affinity (normalized) is 0.326. (6) The peptide sequence is ATTHSWIPK. The MHC is HLA-B18:01 with pseudo-sequence HLA-B18:01. The binding affinity (normalized) is 0.0847. (7) The peptide sequence is SPARPETPS. The MHC is HLA-B07:02 with pseudo-sequence HLA-B07:02. The binding affinity (normalized) is 0.417. (8) The peptide sequence is LTSMKYFVK. The MHC is HLA-A31:01 with pseudo-sequence HLA-A31:01. The binding affinity (normalized) is 0.601.